This data is from Full USPTO retrosynthesis dataset with 1.9M reactions from patents (1976-2016). The task is: Predict the reactants needed to synthesize the given product. (1) Given the product [CH3:22][O:21][C:18]1[CH:17]=[C:5]([C:6]2[O:15][C:10]3[CH:11]=[CH:12][CH:13]=[CH:14][C:9]=3[N:8]=2)[CH:4]=[C:3]([O:2][CH3:1])[C:19]=1[CH3:20], predict the reactants needed to synthesize it. The reactants are: [CH3:1][O:2][C:3]1[CH:4]=[C:5]([CH:17]=[C:18]([O:21][CH3:22])[C:19]=1[CH3:20])[C:6]([NH:8][C:9]1[CH:14]=[CH:13][CH:12]=[CH:11][C:10]=1[O:15]C)=O.O.C1(C)C=CC(S(O)(=O)=O)=CC=1. (2) Given the product [CH3:1][O:2][C:3]([C:5]1[C:6]([O:19][CH3:18])=[N:7][C:8]([Cl:12])=[N:9][C:10]=1[CH3:11])=[O:4], predict the reactants needed to synthesize it. The reactants are: [CH3:1][O:2][C:3]([C:5]1[C:6](Cl)=[N:7][C:8]([Cl:12])=[N:9][C:10]=1[CH3:11])=[O:4].C[O-].[Na+].C[C:18](O)=[O:19].